From a dataset of Full USPTO retrosynthesis dataset with 1.9M reactions from patents (1976-2016). Predict the reactants needed to synthesize the given product. (1) Given the product [C:1]([O:5][C:6]([C:8]1[CH:19]=[CH:18][C:11]2[CH2:12][CH2:13][O:14][C:15](=[O:17])[N:16]([CH2:27][CH3:28])[C:10]=2[CH:9]=1)=[O:7])([CH3:4])([CH3:2])[CH3:3], predict the reactants needed to synthesize it. The reactants are: [C:1]([O:5][C:6]([C:8]1[CH:19]=[CH:18][C:11]2[CH2:12][CH2:13][O:14][C:15](=[O:17])[NH:16][C:10]=2[CH:9]=1)=[O:7])([CH3:4])([CH3:3])[CH3:2].C(=O)([O-])[O-].[K+].[K+].I[CH2:27][CH3:28]. (2) Given the product [C:10]([O-:15])(=[O:14])[C:11]([O-:13])=[O:12].[La+3:2].[C:10]([O-:15])(=[O:14])[C:11]([O-:13])=[O:12].[C:10]([O-:15])(=[O:14])[C:11]([O-:13])=[O:12].[La+3:2], predict the reactants needed to synthesize it. The reactants are: [O-2].[La+3:2].[O-2].[O-2].[La+3].[N+]([O-])(O)=O.[C:10]([OH:15])(=[O:14])[C:11]([OH:13])=[O:12]. (3) The reactants are: [NH:1]1[C:9]2[C:4](=[CH:5][CH:6]=[CH:7][CH:8]=2)[CH:3]=[C:2]1[C:10]1[NH:14][N:13]=[CH:12][C:11]=1C(N)=O.[OH-:18].[Na+].[CH3:20][OH:21]. Given the product [NH:13]1[CH:12]=[CH:11][C:10]([C:2]2[NH:1][C:9]3[C:4]([CH:3]=2)=[CH:5][C:6]([C:20]([OH:21])=[O:18])=[CH:7][CH:8]=3)=[N:14]1, predict the reactants needed to synthesize it. (4) Given the product [C:9]([C:4]1[CH:3]=[C:2]([CH:7]=[C:6]([F:8])[CH:5]=1)[CH:26]=[O:27])([CH3:12])([CH3:11])[CH3:10], predict the reactants needed to synthesize it. The reactants are: Br[C:2]1[CH:7]=[C:6]([F:8])[CH:5]=[C:4]([C:9]([CH3:12])([CH3:11])[CH3:10])[CH:3]=1.C([Mg]Cl)(C)C.[Li]CCCC.CN([CH:26]=[O:27])C. (5) Given the product [Cl:1][C:2]1[CH:7]=[C:6]([NH2:8])[CH:5]=[C:4]([O:11][CH3:10])[N:3]=1, predict the reactants needed to synthesize it. The reactants are: [Cl:1][C:2]1[CH:7]=[C:6]([NH2:8])[CH:5]=[C:4](Cl)[N:3]=1.[CH3:10][O-:11].[Na+].CO.